Dataset: NCI-60 drug combinations with 297,098 pairs across 59 cell lines. Task: Regression. Given two drug SMILES strings and cell line genomic features, predict the synergy score measuring deviation from expected non-interaction effect. (1) Drug 1: CN(CC1=CN=C2C(=N1)C(=NC(=N2)N)N)C3=CC=C(C=C3)C(=O)NC(CCC(=O)O)C(=O)O. Drug 2: C1CNP(=O)(OC1)N(CCCl)CCCl. Cell line: OVCAR-8. Synergy scores: CSS=63.4, Synergy_ZIP=30.5, Synergy_Bliss=26.2, Synergy_Loewe=-8.55, Synergy_HSA=24.8. (2) Drug 1: C(=O)(N)NO. Drug 2: COCCOC1=C(C=C2C(=C1)C(=NC=N2)NC3=CC=CC(=C3)C#C)OCCOC.Cl. Cell line: NCI-H522. Synergy scores: CSS=9.89, Synergy_ZIP=-3.55, Synergy_Bliss=-3.37, Synergy_Loewe=-17.8, Synergy_HSA=-1.68. (3) Drug 1: C1=C(C(=O)NC(=O)N1)N(CCCl)CCCl. Drug 2: CC1=C2C(C(=O)C3(C(CC4C(C3C(C(C2(C)C)(CC1OC(=O)C(C(C5=CC=CC=C5)NC(=O)C6=CC=CC=C6)O)O)OC(=O)C7=CC=CC=C7)(CO4)OC(=O)C)O)C)OC(=O)C. Cell line: 786-0. Synergy scores: CSS=65.3, Synergy_ZIP=0.823, Synergy_Bliss=1.79, Synergy_Loewe=1.66, Synergy_HSA=4.47. (4) Synergy scores: CSS=3.81, Synergy_ZIP=-0.985, Synergy_Bliss=0.283, Synergy_Loewe=-0.744, Synergy_HSA=-0.430. Drug 2: C1CN1P(=S)(N2CC2)N3CC3. Cell line: TK-10. Drug 1: CNC(=O)C1=CC=CC=C1SC2=CC3=C(C=C2)C(=NN3)C=CC4=CC=CC=N4. (5) Cell line: NCIH23. Synergy scores: CSS=16.8, Synergy_ZIP=0.481, Synergy_Bliss=3.84, Synergy_Loewe=3.76, Synergy_HSA=4.51. Drug 1: C1=NC2=C(N=C(N=C2N1C3C(C(C(O3)CO)O)O)F)N. Drug 2: C1C(C(OC1N2C=NC(=NC2=O)N)CO)O. (6) Drug 1: C1C(C(OC1N2C=C(C(=O)NC2=O)F)CO)O. Drug 2: CC1=C(C=C(C=C1)NC(=O)C2=CC=C(C=C2)CN3CCN(CC3)C)NC4=NC=CC(=N4)C5=CN=CC=C5. Cell line: HS 578T. Synergy scores: CSS=24.8, Synergy_ZIP=-7.65, Synergy_Bliss=-10.3, Synergy_Loewe=-33.1, Synergy_HSA=-10.1. (7) Drug 1: CC1CCC2CC(C(=CC=CC=CC(CC(C(=O)C(C(C(=CC(C(=O)CC(OC(=O)C3CCCCN3C(=O)C(=O)C1(O2)O)C(C)CC4CCC(C(C4)OC)OCCO)C)C)O)OC)C)C)C)OC. Drug 2: C1CCC(C(C1)N)N.C(=O)(C(=O)[O-])[O-].[Pt+4]. Cell line: UACC-257. Synergy scores: CSS=7.14, Synergy_ZIP=-2.85, Synergy_Bliss=0.396, Synergy_Loewe=0.853, Synergy_HSA=0.960. (8) Drug 1: CC1=C(C=C(C=C1)NC2=NC=CC(=N2)N(C)C3=CC4=NN(C(=C4C=C3)C)C)S(=O)(=O)N.Cl. Drug 2: C1=NC2=C(N=C(N=C2N1C3C(C(C(O3)CO)O)F)Cl)N. Cell line: MOLT-4. Synergy scores: CSS=44.5, Synergy_ZIP=0.0118, Synergy_Bliss=-0.485, Synergy_Loewe=-1.03, Synergy_HSA=-0.104. (9) Drug 1: C1=CC(=C2C(=C1NCCNCCO)C(=O)C3=C(C=CC(=C3C2=O)O)O)NCCNCCO. Drug 2: C(CN)CNCCSP(=O)(O)O. Cell line: SN12C. Synergy scores: CSS=58.5, Synergy_ZIP=4.72, Synergy_Bliss=3.82, Synergy_Loewe=-60.4, Synergy_HSA=2.04. (10) Drug 1: COC1=C(C=C2C(=C1)N=CN=C2NC3=CC(=C(C=C3)F)Cl)OCCCN4CCOCC4. Drug 2: C1=NNC2=C1C(=O)NC=N2. Cell line: IGROV1. Synergy scores: CSS=49.9, Synergy_ZIP=2.65, Synergy_Bliss=4.73, Synergy_Loewe=-18.9, Synergy_HSA=6.19.